Dataset: Full USPTO retrosynthesis dataset with 1.9M reactions from patents (1976-2016). Task: Predict the reactants needed to synthesize the given product. (1) Given the product [N:35]([CH2:24][CH2:23][O:22][C@@H:8]([C:4]1[CH:5]=[CH:6][CH:7]=[C:2]([Cl:1])[CH:3]=1)[C@@H:9]1[CH2:14][CH2:13][CH2:12][N:11]([C:15]([O:17][C:18]([CH3:21])([CH3:20])[CH3:19])=[O:16])[CH2:10]1)=[N+:36]=[N-:37], predict the reactants needed to synthesize it. The reactants are: [Cl:1][C:2]1[CH:3]=[C:4]([C@H:8]([O:22][CH2:23][CH2:24]OS(C)(=O)=O)[C@@H:9]2[CH2:14][CH2:13][CH2:12][N:11]([C:15]([O:17][C:18]([CH3:21])([CH3:20])[CH3:19])=[O:16])[CH2:10]2)[CH:5]=[CH:6][CH:7]=1.CN(C=O)C.[N-:35]=[N+:36]=[N-:37].[Na+]. (2) Given the product [F:12][C:6]1[CH:5]=[C:4]([C@H:13]2[CH2:18][C@@H:17]([C:19]3[O:23][NH:22][C:21](=[O:24])[CH:20]=3)[CH2:16][CH2:15][NH:14]2)[CH:3]=[C:2]([F:1])[C:7]=1[C:8]([F:9])([F:10])[F:11], predict the reactants needed to synthesize it. The reactants are: [F:1][C:2]1[CH:3]=[C:4]([C@H:13]2[CH2:18][C@@H:17]([C:19]3[O:23][NH:22][C:21](=[O:24])[CH:20]=3)[CH2:16][CH2:15][N:14]2C(OC)=O)[CH:5]=[C:6]([F:12])[C:7]=1[C:8]([F:11])([F:10])[F:9].Br. (3) Given the product [NH2:3][CH2:12][CH2:13][S:14]([NH:17][CH:18]1[CH2:23][CH2:22][N:21]([C:24]2[CH:29]=[CH:28][C:27]([C:30]3[C:38]4[C:33](=[CH:34][C:35]([F:39])=[CH:36][CH:37]=4)[NH:32][CH:31]=3)=[CH:26][N:25]=2)[CH2:20][CH2:19]1)(=[O:15])=[O:16], predict the reactants needed to synthesize it. The reactants are: O=C1C2C(=CC=CC=2)C(=O)[N:3]1[CH2:12][CH2:13][S:14]([NH:17][CH:18]1[CH2:23][CH2:22][N:21]([C:24]2[CH:29]=[CH:28][C:27]([C:30]3[C:38]4[C:33](=[CH:34][C:35]([F:39])=[CH:36][CH:37]=4)[NH:32][CH:31]=3)=[CH:26][N:25]=2)[CH2:20][CH2:19]1)(=[O:16])=[O:15].O.NN. (4) Given the product [C:8]([C:5]1[CH:4]=[N:3][C:2]([CH3:1])=[N:7][CH:6]=1)#[CH:9], predict the reactants needed to synthesize it. The reactants are: [CH3:1][C:2]1[N:7]=[CH:6][C:5]([C:8]#[C:9][Si](C)(C)C)=[CH:4][N:3]=1.C(=O)([O-])[O-].[K+].[K+]. (5) The reactants are: [Br:1][C:2]1[C:3]([C:11]([CH:13]2[CH2:17][CH2:16][CH2:15][CH2:14]2)=O)=[C:4](F)[C:5]([O:8][CH3:9])=[N:6][CH:7]=1.O.[NH2:19][NH2:20]. Given the product [Br:1][C:2]1[CH:7]=[N:6][C:5]([O:8][CH3:9])=[C:4]2[NH:19][N:20]=[C:11]([CH:13]3[CH2:17][CH2:16][CH2:15][CH2:14]3)[C:3]=12, predict the reactants needed to synthesize it. (6) Given the product [Cl:19][C:2]1[C:11]2[C:6](=[CH:7][CH:8]=[C:9]([O:12][CH2:13][CH2:14][O:15][CH3:16])[CH:10]=2)[N:5]=[CH:4][N:3]=1, predict the reactants needed to synthesize it. The reactants are: O[C:2]1[C:11]2[C:6](=[CH:7][CH:8]=[C:9]([O:12][CH2:13][CH2:14][O:15][CH3:16])[CH:10]=2)[N:5]=[CH:4][N:3]=1.O=P(Cl)(Cl)[Cl:19]. (7) Given the product [F:9][C:5]1[CH:4]=[CH:3][C:2]([C:18]#[C:17][CH2:16][O:19][CH:20]2[CH2:25][CH2:24][CH2:23][CH2:22][O:21]2)=[CH:7][C:6]=1[CH3:8], predict the reactants needed to synthesize it. The reactants are: Br[C:2]1[CH:3]=[CH:4][C:5]([F:9])=[C:6]([CH3:8])[CH:7]=1.C(=O)([O-])[O-].[Cs+].[Cs+].[CH2:16]([O:19][CH:20]1[CH2:25][CH2:24][CH2:23][CH2:22][O:21]1)[C:17]#[CH:18].C(#N)C. (8) Given the product [OH:18][CH2:17][C@@H:16]([NH:15][C:13](=[O:14])[O:12][C:8]([CH3:10])([CH3:9])[CH3:11])[CH2:21][CH2:22][CH2:23][OH:24], predict the reactants needed to synthesize it. The reactants are: C1COCC1.[Li+].[BH4-].[C:8]([O:12][C:13]([NH:15][C@@H:16]([CH2:21][CH2:22][C:23](OC)=[O:24])[C:17](OC)=[O:18])=[O:14])([CH3:11])([CH3:10])[CH3:9]. (9) Given the product [C:5]([C:4]1[CH:3]=[C:2]([N:1]([S:14]([CH3:13])(=[O:16])=[O:15])[S:14]([CH3:13])(=[O:16])=[O:15])[CH:9]=[C:8]([N+:10]([O-:12])=[O:11])[CH:7]=1)#[N:6], predict the reactants needed to synthesize it. The reactants are: [NH2:1][C:2]1[CH:3]=[C:4]([CH:7]=[C:8]([N+:10]([O-:12])=[O:11])[CH:9]=1)[C:5]#[N:6].[CH3:13][S:14](Cl)(=[O:16])=[O:15].